This data is from Catalyst prediction with 721,799 reactions and 888 catalyst types from USPTO. The task is: Predict which catalyst facilitates the given reaction. (1) Reactant: [Br:1][C:2]1[CH:3]=[CH:4][C:5]2[N:6]([CH:8]=[C:9]([C:11]3[CH:16]=[CH:15][C:14]([OH:17])=[CH:13][CH:12]=3)[N:10]=2)[CH:7]=1.C(=O)([O-])[O-].[K+].[K+].Br[CH2:25][CH2:26][CH2:27][OH:28]. The catalyst class is: 6. Product: [Br:1][C:2]1[CH:3]=[CH:4][C:5]2[N:6]([CH:8]=[C:9]([C:11]3[CH:16]=[CH:15][C:14]([O:17][CH2:25][CH2:26][CH2:27][OH:28])=[CH:13][CH:12]=3)[N:10]=2)[CH:7]=1. (2) Reactant: Cl[C:2]1[C:3]2[C:10]([C:11]3[CH:20]=[C:19]4[C:14]([CH:15]=[CH:16][C:17]([C:21]5[CH:26]=[CH:25][CH:24]=[CH:23][CH:22]=5)=[N:18]4)=[CH:13][CH:12]=3)=[CH:9][S:8][C:4]=2[N:5]=[CH:6][N:7]=1.[NH3:27]. Product: [C:21]1([C:17]2[CH:16]=[CH:15][C:14]3[C:19](=[CH:20][C:11]([C:10]4[C:3]5[C:2]([NH2:27])=[N:7][CH:6]=[N:5][C:4]=5[S:8][CH:9]=4)=[CH:12][CH:13]=3)[N:18]=2)[CH:22]=[CH:23][CH:24]=[CH:25][CH:26]=1. The catalyst class is: 41. (3) Reactant: C([O:4][C:5]1[CH:12]=[CH:11][C:8]([CH:9]=[CH2:10])=[CH:7][CH:6]=1)(=O)C.[OH-].[Na+].Cl. Product: [CH:9]([C:8]1[CH:11]=[CH:12][C:5]([OH:4])=[CH:6][CH:7]=1)=[CH2:10]. The catalyst class is: 7. (4) Reactant: [OH:1][CH2:2][CH:3]([CH2:5][OH:6])[OH:4].C1(C)C=CC(S(O)(=O)=O)=CC=1.[C:18](OC)(OC)([O:20][CH3:21])[CH3:19].C(=O)([O-])[O-].[Na+].[Na+]. Product: [OH:1][CH2:2][CH:3]1[CH2:5][O:6][C:18]([O:20][CH3:21])([CH3:19])[O:4]1. The catalyst class is: 2. (5) Reactant: [S:1]1[C:5]2[C:6](=[O:9])[NH:7][CH2:8][C:4]=2[CH:3]=[CH:2]1.C(Cl)Cl.[Br:13]Br. Product: [Br:13][C:2]1[S:1][C:5]2[C:6](=[O:9])[NH:7][CH2:8][C:4]=2[CH:3]=1. The catalyst class is: 15. (6) Reactant: ClN1[C:6](=[O:7])CCC1=O.C1(P(C2C=CC=CC=2)C2C=CC=CC=2)C=CC=CC=1.CN(C=O)C.[CH3:33][O:34][C:35]1[CH:43]=[CH:42][CH:41]=[C:40]2[C:36]=1[CH:37]=[CH:38][NH:39]2. Product: [CH3:33][O:34][C:35]1[CH:43]=[CH:42][CH:41]=[C:40]2[C:36]=1[C:37]([CH:6]=[O:7])=[CH:38][NH:39]2. The catalyst class is: 7. (7) Reactant: [C:1]([C:3]1[CH:12]=[C:11]2[C:6]([C:7]([OH:27])=[C:8]([C:16]([NH:18][CH2:19][C:20]([O:22]C(C)(C)C)=[O:21])=[O:17])[C:9](=[O:15])[C:10]2([CH3:14])[CH3:13])=[CH:5][CH:4]=1)#[N:2].C(O)(C(F)(F)F)=O. Product: [C:1]([C:3]1[CH:12]=[C:11]2[C:6]([C:7]([OH:27])=[C:8]([C:16]([NH:18][CH2:19][C:20]([OH:22])=[O:21])=[O:17])[C:9](=[O:15])[C:10]2([CH3:14])[CH3:13])=[CH:5][CH:4]=1)#[N:2]. The catalyst class is: 6.